Predict which catalyst facilitates the given reaction. From a dataset of Catalyst prediction with 721,799 reactions and 888 catalyst types from USPTO. Product: [CH3:12][O:11][C:8]1[CH:7]=[C:3]2[C:2](=[CH:10][CH:9]=1)[NH:1][C:18](=[O:17])[NH:19][C:4]2=[O:6]. The catalyst class is: 6. Reactant: [NH2:1][C:2]1[CH:10]=[CH:9][C:8]([O:11][CH3:12])=[CH:7][C:3]=1[C:4]([OH:6])=O.C(O)(=O)C.[O-:17][C:18]#[N:19].[K+].[OH-].[Na+].